Dataset: Reaction yield outcomes from USPTO patents with 853,638 reactions. Task: Predict the reaction yield, written as a fraction of the theoretical maximum amount of product (1.0 means a 100% yield; for example, 0.34 means a 34% yield). (1) The reactants are Br[C:2]1[CH:3]=[CH:4][C:5]2[N:6]([C:8]([CH:11]=[O:12])=[CH:9][N:10]=2)[CH:7]=1.N1C=CC=C(C2C=CC3N(C(C=O)=CN=3)C=2)C=1.[C:30]([O:34][C:35]([N:37]1[C:45]2[C:40](=[CH:41][CH:42]=[CH:43][CH:44]=2)[CH:39]=[C:38]1B(O)O)=[O:36])([CH3:33])([CH3:32])[CH3:31].C([O-])([O-])=O.[Na+].[Na+]. The catalyst is CCOC(C)=O.CN(C=O)C. The product is [CH:11]([C:8]1[N:6]2[CH:7]=[C:2]([C:38]3[N:37]([C:35]([O:34][C:30]([CH3:33])([CH3:32])[CH3:31])=[O:36])[C:45]4[C:40]([CH:39]=3)=[CH:41][CH:42]=[CH:43][CH:44]=4)[CH:3]=[CH:4][C:5]2=[N:10][CH:9]=1)=[O:12]. The yield is 0.510. (2) The reactants are COCCOC[N:7]1[C:11]2=[N:12][CH:13]=[C:14]([N:16]3[CH2:21][CH2:20][O:19][CH2:18][CH2:17]3)[CH:15]=[C:10]2[C:9]([C:22]2[CH:27]=[CH:26][CH:25]=[CH:24][C:23]=2[O:28][CH3:29])=[CH:8]1.C(O)=O.C(=O)(O)[O-].[Na+].C(OCC)(=O)C. The catalyst is C(O)C.O.[Cl-].[Na+].O. The product is [CH3:29][O:28][C:23]1[CH:24]=[CH:25][CH:26]=[CH:27][C:22]=1[C:9]1[C:10]2[C:11](=[N:12][CH:13]=[C:14]([N:16]3[CH2:21][CH2:20][O:19][CH2:18][CH2:17]3)[CH:15]=2)[NH:7][CH:8]=1. The yield is 0.940.